From a dataset of Reaction yield outcomes from USPTO patents with 853,638 reactions. Predict the reaction yield, written as a fraction of the theoretical maximum amount of product (1.0 means a 100% yield; for example, 0.34 means a 34% yield). (1) The reactants are [Br:1][C:2]1[CH:7]=[CH:6][C:5]([C:8]2[CH:9]=C[C:11]([C:14]#[N:15])=[N:12][CH:13]=2)=[CH:4][CH:3]=1.BrC1C=[N:19]C(C#N)=NC=1.BrC1C=CC(B(O)O)=CC=1. No catalyst specified. The product is [Br:1][C:2]1[CH:3]=[CH:4][C:5]([C:8]2[CH:13]=[N:12][C:11]([C:14]#[N:15])=[N:19][CH:9]=2)=[CH:6][CH:7]=1. The yield is 0.580. (2) The reactants are [NH2:1][C:2]1[C:7]([C:8]([O:10][CH3:11])=[O:9])=[C:6](Cl)[CH:5]=[C:4](Cl)[N:3]=1.[CH3:14][O-:15].[Na+].[CH3:17][OH:18]. The catalyst is C(O)(=O)C. The product is [NH2:1][C:2]1[C:7]([C:8]([O:10][CH3:11])=[O:9])=[C:6]([O:15][CH3:14])[CH:5]=[C:4]([O:18][CH3:17])[N:3]=1. The yield is 0.864. (3) The reactants are [C:1]1(=[O:11])[NH:5][C:4](=[O:6])[C:3]2=[CH:7][CH:8]=[CH:9][CH:10]=[C:2]12.[K].[CH2:13](Br)[CH:14]=[CH2:15]. The catalyst is CN(C=O)C. The product is [CH2:15]([N:5]1[C:1](=[O:11])[C:2]2=[CH:10][CH:9]=[CH:8][CH:7]=[C:3]2[C:4]1=[O:6])[CH:14]=[CH2:13]. The yield is 0.940. (4) The reactants are [CH3:1][C:2]1([CH3:16])[C:6]([CH3:8])([CH3:7])[O:5][B:4]([C:9]2[CH:15]=[CH:14][C:12]([NH2:13])=[CH:11][CH:10]=2)[O:3]1.[C:17]1(=O)[CH2:22][CH2:21][CH2:20][CH2:19][CH2:18]1.[BH-](OC(C)=O)(OC(C)=O)OC(C)=O.[Na+].CC(O)=O. The yield is 0.780. The product is [CH:17]1([NH:13][C:12]2[CH:14]=[CH:15][C:9]([B:4]3[O:3][C:2]([CH3:16])([CH3:1])[C:6]([CH3:7])([CH3:8])[O:5]3)=[CH:10][CH:11]=2)[CH2:22][CH2:21][CH2:20][CH2:19][CH2:18]1. The catalyst is ClCCCl. (5) The reactants are [O:1]1[CH2:3][CH:2]1[CH2:4][O:5][C:6]1[CH:13]=[CH:12][C:9]([C:10]#[N:11])=[CH:8][CH:7]=1.[OH-].[NH4+:15]. The catalyst is C(O)(C)C. The product is [NH2:15][CH2:3][CH:2]([OH:1])[CH2:4][O:5][C:6]1[CH:13]=[CH:12][C:9]([C:10]#[N:11])=[CH:8][CH:7]=1. The yield is 0.460.